Dataset: Forward reaction prediction with 1.9M reactions from USPTO patents (1976-2016). Task: Predict the product of the given reaction. Given the reactants CC([O-])(C)C.[K+].[Br-].BrCCCC[P+]([C:26]1[CH:31]=[CH:30][CH:29]=CC=1)([C:30]1[CH:29]=CC=[CH:26][CH:31]=1)[C:30]1[CH:29]=CC=[CH:26][CH:31]=1.[CH3:32][O:33][C:34](=[O:41])[CH2:35][CH2:36][CH2:37][CH2:38][CH:39]=O.O, predict the reaction product. The product is: [CH3:32][O:33][C:34](=[O:41])[CH2:35][CH2:36][CH2:37][CH2:38][CH:39]=[C:29]1[CH2:30][CH2:31][CH2:26]1.